The task is: Predict the reactants needed to synthesize the given product.. This data is from Full USPTO retrosynthesis dataset with 1.9M reactions from patents (1976-2016). (1) Given the product [CH3:27][C:25]1([CH3:28])[O:24][N:23]=[C:22]([S:21][CH2:2][C:3]2[C:8](=[O:9])[N:7]3[CH2:10][CH2:11][CH2:12][C:6]3=[N:5][C:4]=2[C:13]([F:16])([F:15])[F:14])[CH2:26]1, predict the reactants needed to synthesize it. The reactants are: Br[CH2:2][C:3]1[C:8](=[O:9])[N:7]2[CH2:10][CH2:11][CH2:12][C:6]2=[N:5][C:4]=1[C:13]([F:16])([F:15])[F:14].Cl.C([S:21][C:22]1[CH2:26][C:25]([CH3:28])([CH3:27])[O:24][N:23]=1)(=N)N.C(=O)([O-])[O-].[K+].[K+].O. (2) Given the product [Cl:1][C:2]1[CH:10]=[C:9]2[C:5]([C:6]([C:11]([N:13]3[CH2:18][CH2:17][C:16]4([C:22]5[CH:23]=[CH:24][CH:25]=[CH:26][C:21]=5[CH2:20][O:19]4)[CH2:15][CH2:14]3)=[O:12])=[CH:7][N:8]2[CH2:28][C:29](=[O:30])[N:31]2[CH2:36][CH2:35][CH2:34][CH2:33][CH2:32]2)=[CH:4][CH:3]=1, predict the reactants needed to synthesize it. The reactants are: [Cl:1][C:2]1[CH:10]=[C:9]2[C:5]([C:6]([C:11]([N:13]3[CH2:18][CH2:17][C:16]4([C:22]5[CH:23]=[CH:24][CH:25]=[CH:26][C:21]=5[CH2:20][O:19]4)[CH2:15][CH2:14]3)=[O:12])=[CH:7][NH:8]2)=[CH:4][CH:3]=1.Cl[CH2:28][C:29]([N:31]1[CH2:36][CH2:35][CH2:34][CH2:33][CH2:32]1)=[O:30]. (3) Given the product [C:20]([O:42][C:40](=[O:41])[NH:1][CH2:2][C:3]1[CH:4]=[CH:5][C:6]([OH:7])=[CH:16][CH:17]=1)([CH3:23])([CH3:21])[CH3:19], predict the reactants needed to synthesize it. The reactants are: [NH2:1][CH2:2][C:3]1[CH:17]=[CH:16][C:6]([O:7]C2C=CC=CC=2C#N)=[CH:5][CH:4]=1.Br[C:19]1C=CC=[CH:23][C:20]=1[C:21]#N.CC(C)(C(=O)CC(=O)C(C)(C)C)C.[C:40](=O)([O-:42])[O-:41].[Cs+].[Cs+]. (4) Given the product [F:3][C:4]1[CH:5]=[CH:6][C:7]([CH:10]([NH:23][C:24](=[O:30])[O:25][C:26]([CH3:28])([CH3:27])[CH3:29])[CH:11]([OH:12])[C:13]2[C:22]3[C:17](=[CH:18][CH:19]=[CH:20][CH:21]=3)[CH:16]=[CH:15][CH:14]=2)=[CH:8][CH:9]=1, predict the reactants needed to synthesize it. The reactants are: [BH4-].[Na+].[F:3][C:4]1[CH:9]=[CH:8][C:7]([CH:10]([NH:23][C:24](=[O:30])[O:25][C:26]([CH3:29])([CH3:28])[CH3:27])[C:11]([C:13]2[C:22]3[C:17](=[CH:18][CH:19]=[CH:20][CH:21]=3)[CH:16]=[CH:15][CH:14]=2)=[O:12])=[CH:6][CH:5]=1.P([O-])(O)(O)=O.[Na+].